Dataset: Forward reaction prediction with 1.9M reactions from USPTO patents (1976-2016). Task: Predict the product of the given reaction. (1) Given the reactants [Br:1][C:2]1[CH:3]=[C:4]2[CH:10]=[CH:9][NH:8][C:5]2=[N:6][CH:7]=1.[Cl-].[Al+3].[Cl-].[Cl-].[C:15](Cl)(=[O:17])[CH3:16], predict the reaction product. The product is: [Br:1][C:2]1[CH:3]=[C:4]2[C:10]([C:15](=[O:17])[CH3:16])=[CH:9][NH:8][C:5]2=[N:6][CH:7]=1. (2) Given the reactants [H-].[H-].[H-].[H-].[Li+].[Al+3].[CH2:7]([N:9]([C:15]1[CH:16]=[N:17][N:18]2[CH:23]=[CH:22][CH:21]=[CH:20][C:19]=12)[C:10]([CH:12]1[CH2:14][CH2:13]1)=O)[CH3:8].O.[OH-].[Na+], predict the reaction product. The product is: [CH:12]1([CH2:10][N:9]([CH2:7][CH3:8])[C:15]2[CH:16]=[N:17][N:18]3[CH:23]=[CH:22][CH:21]=[CH:20][C:19]=23)[CH2:13][CH2:14]1. (3) Given the reactants [CH:1]([N:4]1[CH2:9][CH2:8][CH:7]([CH2:10][O:11][C:12]2[CH:13]=[C:14]([CH:18]3[CH2:22][CH2:21][CH2:20][N:19]3[CH2:23][C:24]([C:26]3[CH:31]=[CH:30][C:29]([O:32][CH3:33])=[CH:28][CH:27]=3)=O)[CH:15]=[CH:16][CH:17]=2)[CH2:6][CH2:5]1)([CH3:3])[CH3:2].N, predict the reaction product. The product is: [CH:1]([N:4]1[CH2:9][CH2:8][CH:7]([CH2:10][O:11][C:12]2[CH:13]=[C:14]3[C:15]([C@H:24]([C:26]4[CH:27]=[CH:28][C:29]([O:32][CH3:33])=[CH:30][CH:31]=4)[CH2:23][N:19]4[CH2:20][CH2:21][CH2:22][C@H:18]43)=[CH:16][CH:17]=2)[CH2:6][CH2:5]1)([CH3:3])[CH3:2]. (4) Given the reactants B(F)(F)F.CCOCC.B(Cl)([C@H]1[C@H](C)[C@@H]2C(C)(C)[C@@H](C2)C1)[C@H]1[C@H](C)[C@@H]2C(C)(C)[C@@H](C2)C1.[CH:32]([O:35][C:36]1[C:41]([CH3:42])=[CH:40][CH:39]=[CH:38][C:37]=1[CH2:43][C:44]([C:46]1[CH:51]=[CH:50][N:49]=[CH:48][CH:47]=1)=[O:45])([CH3:34])[CH3:33].Cl, predict the reaction product. The product is: [CH:32]([O:35][C:36]1[C:41]([CH3:42])=[CH:40][CH:39]=[CH:38][C:37]=1[CH2:43][C@@H:44]([C:46]1[CH:47]=[CH:48][N:49]=[CH:50][CH:51]=1)[OH:45])([CH3:34])[CH3:33]. (5) Given the reactants [Cl:1][C:2]1[CH:7]=[CH:6][C:5]([CH:8]([N:13]2[CH2:18][CH2:17][NH:16][CH2:15][CH2:14]2)[CH2:9][N:10]([CH3:12])[CH3:11])=[CH:4][CH:3]=1.Cl[C:20]1[C:25]2[O:26][CH2:27][CH2:28][NH:29][C:24]=2[N:23]=[CH:22][N:21]=1.C(=O)([O-])[O-].[K+].[K+], predict the reaction product. The product is: [Cl:1][C:2]1[CH:7]=[CH:6][C:5]([CH:8]([N:13]2[CH2:14][CH2:15][N:16]([C:20]3[C:25]4[O:26][CH2:27][CH2:28][NH:29][C:24]=4[N:23]=[CH:22][N:21]=3)[CH2:17][CH2:18]2)[CH2:9][N:10]([CH3:11])[CH3:12])=[CH:4][CH:3]=1. (6) Given the reactants [F:1][CH:2]([F:12])[C:3]1[CH:11]=[CH:10][CH:9]=[CH:8][C:4]=1[C:5](O)=[O:6].S(Cl)([Cl:15])=O, predict the reaction product. The product is: [F:1][CH:2]([F:12])[C:3]1[CH:11]=[CH:10][CH:9]=[CH:8][C:4]=1[C:5]([Cl:15])=[O:6]. (7) Given the reactants [C:1]([O:5][C:6]([N:8]1[CH2:13][CH2:12][CH:11]([O:14][C:15]2[CH:20]=[CH:19][C:18]([C:21]3[S:25][C:24]4=[N:26][CH:27]=[C:28](I)[N:23]4[N:22]=3)=[CH:17][C:16]=2[O:30][CH3:31])[CH2:10][CH2:9]1)=[O:7])([CH3:4])([CH3:3])[CH3:2].[CH3:32][O:33][C:34]1[CH:39]=[CH:38][C:37](B(O)O)=[CH:36][N:35]=1.CCN(CC)CC, predict the reaction product. The product is: [C:1]([O:5][C:6]([N:8]1[CH2:13][CH2:12][CH:11]([O:14][C:15]2[CH:20]=[CH:19][C:18]([C:21]3[S:25][C:24]4=[N:26][CH:27]=[C:28]([C:37]5[CH:36]=[N:35][C:34]([O:33][CH3:32])=[CH:39][CH:38]=5)[N:23]4[N:22]=3)=[CH:17][C:16]=2[O:30][CH3:31])[CH2:10][CH2:9]1)=[O:7])([CH3:4])([CH3:3])[CH3:2]. (8) Given the reactants [NH2:1][C:2]1[C:3]([C:26]([F:29])([F:28])[F:27])=[C:4]2[C:10]([CH:11]3[CH2:16][CH2:15][N:14]([C:17]([O:19][C:20]([CH3:23])([CH3:22])[CH3:21])=[O:18])[CH2:13][CH:12]3[CH3:24])=[CH:9][N:8]([CH3:25])[C:5]2=[N:6][CH:7]=1.[C:30]([C:32]1[CH:33]=[C:34]([CH:38]=[CH:39][CH:40]=1)[C:35](Cl)=[O:36])#[N:31], predict the reaction product. The product is: [C:30]([C:32]1[CH:33]=[C:34]([CH:38]=[CH:39][CH:40]=1)[C:35]([NH:1][C:2]1[C:3]([C:26]([F:28])([F:27])[F:29])=[C:4]2[C:10]([CH:11]3[CH2:16][CH2:15][N:14]([C:17]([O:19][C:20]([CH3:22])([CH3:23])[CH3:21])=[O:18])[CH2:13][CH:12]3[CH3:24])=[CH:9][N:8]([CH3:25])[C:5]2=[N:6][CH:7]=1)=[O:36])#[N:31]. (9) Given the reactants [C:1]1([C@@H:7]2[CH2:9][C@H:8]2[NH:10][CH2:11][CH:12]2[O:17][CH2:16][CH2:15][N:14](C(OC(C)(C)C)=O)[CH2:13]2)[CH:6]=[CH:5][CH:4]=[CH:3][CH:2]=1.Cl.O1CCOCC1.C([O-])(O)=O.[Na+], predict the reaction product. The product is: [NH:14]1[CH2:15][CH2:16][O:17][CH:12]([CH2:11][NH:10][C@@H:8]2[CH2:9][C@H:7]2[C:1]2[CH:6]=[CH:5][CH:4]=[CH:3][CH:2]=2)[CH2:13]1.